Dataset: Reaction yield outcomes from USPTO patents with 853,638 reactions. Task: Predict the reaction yield, written as a fraction of the theoretical maximum amount of product (1.0 means a 100% yield; for example, 0.34 means a 34% yield). The reactants are [SH:1][CH:2]1[CH2:7][CH2:6][N:5]([C:8]([O:10][C:11]([CH3:14])([CH3:13])[CH3:12])=[O:9])[CH2:4][CH2:3]1.Cl[CH2:16][C:17]1[N:18]=[C:19]([C:23]2[CH:32]=[CH:31][C:26]([C:27]([O:29][CH3:30])=[O:28])=[CH:25][CH:24]=2)[O:20][C:21]=1[CH3:22].C(=O)([O-])[O-].[K+].[K+]. The catalyst is CN(C)C=O. The product is [CH3:30][O:29][C:27]([C:26]1[CH:25]=[CH:24][C:23]([C:19]2[O:20][C:21]([CH3:22])=[C:17]([CH2:16][S:1][CH:2]3[CH2:3][CH2:4][N:5]([C:8]([O:10][C:11]([CH3:14])([CH3:13])[CH3:12])=[O:9])[CH2:6][CH2:7]3)[N:18]=2)=[CH:32][CH:31]=1)=[O:28]. The yield is 0.230.